Dataset: Peptide-MHC class I binding affinity with 185,985 pairs from IEDB/IMGT. Task: Regression. Given a peptide amino acid sequence and an MHC pseudo amino acid sequence, predict their binding affinity value. This is MHC class I binding data. (1) The peptide sequence is YQVPSLQYL. The MHC is Mamu-B6601 with pseudo-sequence Mamu-B6601. The binding affinity (normalized) is 0.481. (2) The peptide sequence is FIKDYRYTY. The MHC is HLA-B08:01 with pseudo-sequence HLA-B08:01. The binding affinity (normalized) is 0.263. (3) The peptide sequence is NLEPGTFDL. The MHC is HLA-A26:01 with pseudo-sequence HLA-A26:01. The binding affinity (normalized) is 0.0847. (4) The peptide sequence is QVFKGVVIR. The MHC is HLA-B15:17 with pseudo-sequence HLA-B15:17. The binding affinity (normalized) is 0.0847. (5) The peptide sequence is KQWIVAGAI. The MHC is HLA-B18:01 with pseudo-sequence HLA-B18:01. The binding affinity (normalized) is 0.0847. (6) The peptide sequence is NGNFNFERV. The MHC is HLA-A02:01 with pseudo-sequence HLA-A02:01. The binding affinity (normalized) is 0.0847. (7) The peptide sequence is GRIDKPILK. The MHC is HLA-A31:01 with pseudo-sequence HLA-A31:01. The binding affinity (normalized) is 0.0847.